Predict the reaction yield, written as a fraction of the theoretical maximum amount of product (1.0 means a 100% yield; for example, 0.34 means a 34% yield). From a dataset of Reaction yield outcomes from USPTO patents with 853,638 reactions. (1) The product is [CH3:12][C:13]1[CH:14]=[CH:15][C:16]([NH:19][C:20]2[S:21][CH:3]=[C:4]([C:6]3[CH:11]=[CH:10][N:9]=[CH:8][CH:7]=3)[N:22]=2)=[CH:17][CH:18]=1. The yield is 0.740. The reactants are Br.Br[CH2:3][C:4]([C:6]1[CH:11]=[CH:10][N:9]=[CH:8][CH:7]=1)=O.[CH3:12][C:13]1[CH:18]=[CH:17][C:16]([NH:19][C:20]([NH2:22])=[S:21])=[CH:15][CH:14]=1.N. The catalyst is CCO.O. (2) The reactants are [CH3:1][CH:2]([N:4]1[C:12](/[CH:13]=[CH:14]/[C@H:15]([OH:24])[CH2:16][C@H:17]([OH:23])[CH2:18][C:19]([O:21]C)=[O:20])=[C:11]([C:25]2[CH:30]=[CH:29][C:28]([F:31])=[CH:27][CH:26]=2)[C:10]2[C:5]1=[CH:6][CH:7]=[CH:8][CH:9]=2)[CH3:3].[OH-].[Na+:33].C(#N)C. The catalyst is CC(O)C. The product is [CH3:3][CH:2]([N:4]1[C:12](/[CH:13]=[CH:14]/[CH:15]([OH:24])[CH2:16][CH:17]([OH:23])[CH2:18][C:19]([O-:21])=[O:20])=[C:11]([C:25]2[CH:26]=[CH:27][C:28]([F:31])=[CH:29][CH:30]=2)[C:10]2[CH:9]=[CH:8][CH:7]=[CH:6][C:5]1=2)[CH3:1].[Na+:33]. The yield is 0.755. (3) The reactants are Cl.Cl.[CH3:3][N:4]([CH3:9])[CH:5]1[CH2:8][NH:7][CH2:6]1.F[C:11]1[C:16]([N+:17]([O-:19])=[O:18])=[CH:15][C:14]([NH:20][C:21]2[N:26]=[C:25]([C:27]3[C:35]4[C:30](=[CH:31][CH:32]=[CH:33][CH:34]=4)[N:29]([CH3:36])[CH:28]=3)[CH:24]=[CH:23][N:22]=2)=[C:13]([O:37][CH3:38])[CH:12]=1.ClC1C(C2C3C(=CC=CC=3)N(C)C=2)=NC(NC2C=C([N+]([O-])=O)C(F)=CC=2OC)=NC=1.CCN(C(C)C)C(C)C. The catalyst is FC(F)(F)CO.CO. The product is [CH3:3][N:4]([CH3:9])[CH:5]1[CH2:8][N:7]([C:11]2[C:16]([N+:17]([O-:19])=[O:18])=[CH:15][C:14]([NH:20][C:21]3[N:26]=[C:25]([C:27]4[C:35]5[C:30](=[CH:31][CH:32]=[CH:33][CH:34]=5)[N:29]([CH3:36])[CH:28]=4)[CH:24]=[CH:23][N:22]=3)=[C:13]([O:37][CH3:38])[CH:12]=2)[CH2:6]1. The yield is 0.890.